This data is from Catalyst prediction with 721,799 reactions and 888 catalyst types from USPTO. The task is: Predict which catalyst facilitates the given reaction. (1) The catalyst class is: 4. Reactant: [N+:1]([C:4]1[CH:9]=[CH:8][C:7]([NH:10][CH:11]2[CH2:16][CH2:15][CH:14]([O:17][CH2:18][C:19](O)=[O:20])[CH2:13][CH2:12]2)=[CH:6][C:5]=1[C:22]([F:25])([F:24])[F:23])([O-:3])=[O:2].CCN=C=NCCCN(C)C.Cl.C1C=CC2N(O)N=NC=2C=1.C(N(CC)CC)C.[F:55][C:56]1[CH:57]=[C:58]2[C:63](=[CH:64][CH:65]=1)[N:62]=[C:61]([N:66]1[CH2:71][CH2:70][NH:69][CH2:68][CH2:67]1)[CH:60]=[CH:59]2. Product: [F:55][C:56]1[CH:57]=[C:58]2[C:63](=[CH:64][CH:65]=1)[N:62]=[C:61]([N:66]1[CH2:67][CH2:68][N:69]([C:19](=[O:20])[CH2:18][O:17][CH:14]3[CH2:15][CH2:16][CH:11]([NH:10][C:7]4[CH:8]=[CH:9][C:4]([N+:1]([O-:3])=[O:2])=[C:5]([C:22]([F:23])([F:24])[F:25])[CH:6]=4)[CH2:12][CH2:13]3)[CH2:70][CH2:71]1)[CH:60]=[CH:59]2. (2) Reactant: [OH:1][CH2:2][C:3]1[CH:8]=[C:7]([NH:9][C:10]([C:12]2[N:13]=[C:14]([CH3:18])[S:15][C:16]=2Br)=[O:11])[CH:6]=[CH:5][N:4]=1.C1(P(C2C=CC=CC=2)C2C3OC4C(=CC=CC=4P(C4C=CC=CC=4)C4C=CC=CC=4)C(C)(C)C=3C=CC=2)C=CC=CC=1.[F:61][C:62]1[CH:63]=[C:64]([CH:66]=[C:67]([F:69])[CH:68]=1)[NH2:65].C(=O)([O-])[O-].[Cs+].[Cs+]. Product: [OH:1][CH2:2][C:3]1[CH:8]=[C:7]([NH:9][C:10]([C:12]2[N:13]=[C:14]([CH3:18])[S:15][C:16]=2[NH:65][C:64]2[CH:63]=[C:62]([F:61])[CH:68]=[C:67]([F:69])[CH:66]=2)=[O:11])[CH:6]=[CH:5][N:4]=1. The catalyst class is: 523. (3) Reactant: [CH2:1]([O:8][CH2:9][C:10](Cl)=[O:11])[C:2]1[CH:7]=[CH:6][CH:5]=[CH:4][CH:3]=1.Cl.[CH3:14][C:15]1[CH:26]=[CH:25][C:18]([CH2:19][N:20]([C:22]([NH2:24])=[O:23])[NH2:21])=[CH:17][CH:16]=1.N1C=CC=CC=1. Product: [CH2:1]([O:8][CH2:9][C:10]([NH:21][N:20]([CH2:19][C:18]1[CH:25]=[CH:26][C:15]([CH3:14])=[CH:16][CH:17]=1)[C:22]([NH2:24])=[O:23])=[O:11])[C:2]1[CH:7]=[CH:6][CH:5]=[CH:4][CH:3]=1. The catalyst class is: 13. (4) Reactant: Cl[C:2]1[N:7]=[CH:6][N:5]=[C:4]2[N:8]([CH3:11])[N:9]=[CH:10][C:3]=12.[NH2:12][C:13]1[CH:14]=[C:15]([NH:20][C:21](=[O:40])[C:22]2[CH:27]=[CH:26][C:25]([CH2:28][N:29]3[CH2:34][CH2:33][N:32]([CH3:35])[CH2:31][CH2:30]3)=[C:24]([C:36]([F:39])([F:38])[F:37])[CH:23]=2)[CH:16]=[CH:17][C:18]=1[CH3:19]. Product: [CH3:19][C:18]1[CH:17]=[CH:16][C:15]([NH:20][C:21](=[O:40])[C:22]2[CH:27]=[CH:26][C:25]([CH2:28][N:29]3[CH2:34][CH2:33][N:32]([CH3:35])[CH2:31][CH2:30]3)=[C:24]([C:36]([F:39])([F:38])[F:37])[CH:23]=2)=[CH:14][C:13]=1[NH:12][C:2]1[N:7]=[CH:6][N:5]=[C:4]2[N:8]([CH3:11])[N:9]=[CH:10][C:3]=12. The catalyst class is: 107. (5) The catalyst class is: 49. Reactant: C[O:2][C:3](=[O:34])[CH2:4][N:5]1[C:13]2[C:8](=[CH:9][C:10]([N:14]([CH3:33])[CH2:15][C:16]3[C:17]([CH3:32])=[N:18][C:19]([C:22]4[CH:27]=[CH:26][C:25]([C:28]([F:31])([F:30])[F:29])=[CH:24][CH:23]=4)=[N:20][CH:21]=3)=[CH:11][CH:12]=2)[CH:7]=[CH:6]1.[OH-].[Li+].Cl. Product: [CH3:33][N:14]([CH2:15][C:16]1[C:17]([CH3:32])=[N:18][C:19]([C:22]2[CH:27]=[CH:26][C:25]([C:28]([F:30])([F:29])[F:31])=[CH:24][CH:23]=2)=[N:20][CH:21]=1)[C:10]1[CH:9]=[C:8]2[C:13](=[CH:12][CH:11]=1)[N:5]([CH2:4][C:3]([OH:34])=[O:2])[CH:6]=[CH:7]2. (6) Reactant: Cl.C([N:4]=C=NCCCN(C)C)C.Cl.[C:14]([CH2:16][C:17]1[C:26]([O:27][CH3:28])=[C:25]2[O:29][C:30]([CH3:33])([CH3:32])[CH2:31][C:24]2=[C:23]2[C:18]=1[CH2:19][C:20]([CH3:50])([CH3:49])[N:21]=[C:22]2[C:34]1[CH:35]=[C:36]([CH:46]=[CH:47][CH:48]=1)[C:37]([NH:39][C:40]([CH3:45])([C:42]([OH:44])=O)[CH3:41])=[O:38])#[N:15].C(N(CC)CC)C. Product: [NH2:4][C:42](=[O:44])[C:40]([NH:39][C:37](=[O:38])[C:36]1[CH:46]=[CH:47][CH:48]=[C:34]([C:22]2[C:23]3[C:18](=[C:17]([CH2:16][C:14]#[N:15])[C:26]([O:27][CH3:28])=[C:25]4[O:29][C:30]([CH3:32])([CH3:33])[CH2:31][C:24]4=3)[CH2:19][C:20]([CH3:50])([CH3:49])[N:21]=2)[CH:35]=1)([CH3:45])[CH3:41]. The catalyst class is: 9. (7) Reactant: CN(C)C=O.Cl[CH2:7][C:8]1[O:12][N:11]=[C:10]([C:13]2[CH:14]=[CH:15][C:16]([CH3:51])=[C:17]([N:19]([CH2:36][C:37]([N:39]([N:41]3[CH2:49][C:48]4[C:43](=[CH:44][CH:45]=[C:46]([F:50])[CH:47]=4)[CH2:42]3)[CH3:40])=[O:38])[CH2:20][C:21]([NH:23][CH2:24][CH2:25][N:26]([C:29]([O:31][C:32]([CH3:35])([CH3:34])[CH3:33])=[O:30])[CH2:27][CH3:28])=[O:22])[CH:18]=2)[N:9]=1.[C:52]([O-:55])(=[O:54])[CH3:53].[Na+].C(OCC)(=O)C.CCCCCC. Product: [C:52]([O:55][CH2:7][C:8]1[O:12][N:11]=[C:10]([C:13]2[CH:14]=[CH:15][C:16]([CH3:51])=[C:17]([N:19]([CH2:36][C:37]([N:39]([N:41]3[CH2:49][C:48]4[C:43](=[CH:44][CH:45]=[C:46]([F:50])[CH:47]=4)[CH2:42]3)[CH3:40])=[O:38])[CH2:20][C:21]([NH:23][CH2:24][CH2:25][N:26]([C:29]([O:31][C:32]([CH3:35])([CH3:34])[CH3:33])=[O:30])[CH2:27][CH3:28])=[O:22])[CH:18]=2)[N:9]=1)(=[O:54])[CH3:53]. The catalyst class is: 6. (8) Reactant: [C:1]1([CH3:15])[CH:6]=[CH:5][CH:4]=[C:3]([C:7]2[O:11][CH:10]=[N:9][C:8]=2[C:12]([OH:14])=O)[CH:2]=1.C1C=C[C:19]2[N:24](O)[N:23]=[N:22][C:20]=2[CH:21]=1.C(Cl)CCl.N1C=C(N)C=N1.CCN(C(C)C)C(C)C. Product: [NH:23]1[CH:21]=[C:20]([NH:22][C:12]([C:8]2[N:9]=[CH:10][O:11][C:7]=2[C:3]2[CH:2]=[C:1]([CH3:15])[CH:6]=[CH:5][CH:4]=2)=[O:14])[CH:19]=[N:24]1. The catalyst class is: 34. (9) Reactant: [CH:1]([C:4]1[N:8]([C:9]2[N:17]=[C:16]3[C:12]([N:13]=[C:14]([CH:19]=O)[N:15]3[CH3:18])=[C:11]([N:21]3[CH2:26][CH2:25][O:24][CH2:23][CH2:22]3)[N:10]=2)[C:7]2[CH:27]=[CH:28][CH:29]=[CH:30][C:6]=2[N:5]=1)([CH3:3])[CH3:2].[CH:31]([N:34]1[CH2:39][CH2:38][NH:37][CH2:36][C:35]1=[O:40])([CH3:33])[CH3:32].C(O[BH-](OC(=O)C)OC(=O)C)(=O)C.[Na+]. Product: [CH:31]([N:34]1[CH2:39][CH2:38][N:37]([CH2:19][C:14]2[N:15]([CH3:18])[C:16]3[C:12]([N:13]=2)=[C:11]([N:21]2[CH2:22][CH2:23][O:24][CH2:25][CH2:26]2)[N:10]=[C:9]([N:8]2[C:7]4[CH:27]=[CH:28][CH:29]=[CH:30][C:6]=4[N:5]=[C:4]2[CH:1]([CH3:2])[CH3:3])[N:17]=3)[CH2:36][C:35]1=[O:40])([CH3:33])[CH3:32]. The catalyst class is: 26. (10) Reactant: [OH:1][C@@H:2]([CH:6]([CH3:8])[CH3:7])[C:3]([OH:5])=[O:4].O1[B:14]([C@@H:15]([NH:20][C:21](=[O:34])[CH2:22][NH:23][C:24](=[O:33])[C:25]2[CH:30]=[C:29]([Cl:31])[CH:28]=[CH:27][C:26]=2[Cl:32])[CH2:16][CH:17]([CH3:19])[CH3:18])O[B:14]([C@@H:15]([NH:20][C:21](=[O:34])[CH2:22][NH:23][C:24](=[O:33])[C:25]2[CH:30]=[C:29]([Cl:31])[CH:28]=[CH:27][C:26]=2[Cl:32])[CH2:16][CH:17]([CH3:19])[CH3:18])O[B:14]1[C@@H:15]([NH:20][C:21](=[O:34])[CH2:22][NH:23][C:24](=[O:33])[C:25]1[CH:30]=[C:29]([Cl:31])[CH:28]=[CH:27][C:26]=1[Cl:32])[CH2:16][CH:17]([CH3:19])[CH3:18]. Product: [Cl:32][C:26]1[CH:27]=[CH:28][C:29]([Cl:31])=[CH:30][C:25]=1[C:24]([NH:23][CH2:22][C:21]([NH:20][C@H:15]([B:14]1[O:1][C@@H:2]([CH:6]([CH3:8])[CH3:7])[C:3](=[O:5])[O:4]1)[CH2:16][CH:17]([CH3:19])[CH3:18])=[O:34])=[O:33]. The catalyst class is: 25.